The task is: Predict the product of the given reaction.. This data is from Forward reaction prediction with 1.9M reactions from USPTO patents (1976-2016). (1) Given the reactants [C:1](OC(=O)C)(=[O:3])[CH3:2].[O:8]1[CH2:13][CH2:12][N:11]([C:14]2[CH:19]=[C:18]([C:20]3[C:33]4[S:32][C:31]5[C:26](=[CH:27][C:28]([NH:34][CH2:35][C:36]6[CH:37]=[N:38][CH:39]=[CH:40][CH:41]=6)=[CH:29][CH:30]=5)[CH2:25][C:24]=4[CH:23]=[CH:22][CH:21]=3)[NH:17][C:16](=[O:42])[CH:15]=2)[CH2:10][CH2:9]1, predict the reaction product. The product is: [O:8]1[CH2:9][CH2:10][N:11]([C:14]2[CH:19]=[C:18]([C:20]3[CH:21]=[CH:22][CH:23]=[C:24]4[C:33]=3[S:32][C:31]3[CH:30]=[CH:29][C:28]([N:34]([CH2:35][C:36]5[CH:37]=[N:38][CH:39]=[CH:40][CH:41]=5)[C:1](=[O:3])[CH3:2])=[CH:27][C:26]=3[CH2:25]4)[NH:17][C:16](=[O:42])[CH:15]=2)[CH2:12][CH2:13]1. (2) Given the reactants [CH2:1]([N:3]1[C:7]2=[N:8][C:9]([C:24]3[CH:29]=[CH:28][C:27]([O:30][CH3:31])=[CH:26][CH:25]=3)=[C:10]([C:19](OCC)=[O:20])[C:11]([C:12]3[CH:13]=[N:14][CH:15]=[C:16]([CH3:18])[CH:17]=3)=[C:6]2[CH:5]=[N:4]1)[CH3:2].[H-].C([Al+]CC(C)C)C(C)C, predict the reaction product. The product is: [CH2:1]([N:3]1[C:7]2=[N:8][C:9]([C:24]3[CH:25]=[CH:26][C:27]([O:30][CH3:31])=[CH:28][CH:29]=3)=[C:10]([CH2:19][OH:20])[C:11]([C:12]3[CH:13]=[N:14][CH:15]=[C:16]([CH3:18])[CH:17]=3)=[C:6]2[CH:5]=[N:4]1)[CH3:2]. (3) Given the reactants Cl.Cl.[NH2:3][CH2:4][CH2:5][CH2:6][CH2:7][CH2:8][CH2:9][CH2:10][CH2:11][CH2:12][N:13]1[CH2:18][CH2:17][CH:16]([O:19][C:20](=[O:34])[NH:21][C:22]2[CH:27]=[CH:26][CH:25]=[CH:24][C:23]=2[C:28]2[CH:33]=[CH:32][CH:31]=[CH:30][CH:29]=2)[CH2:15][CH2:14]1.[F:35][C:36]1[CH:37]=[C:38]([CH:42]=[CH:43][C:44]=1[OH:45])[C:39](O)=[O:40], predict the reaction product. The product is: [F:35][C:36]1[CH:37]=[C:38]([CH:42]=[CH:43][C:44]=1[OH:45])[C:39]([NH:3][CH2:4][CH2:5][CH2:6][CH2:7][CH2:8][CH2:9][CH2:10][CH2:11][CH2:12][N:13]1[CH2:18][CH2:17][CH:16]([O:19][C:20](=[O:34])[NH:21][C:22]2[CH:27]=[CH:26][CH:25]=[CH:24][C:23]=2[C:28]2[CH:33]=[CH:32][CH:31]=[CH:30][CH:29]=2)[CH2:15][CH2:14]1)=[O:40]. (4) Given the reactants [C:1]([C:3]1[CH:8]=[CH:7][C:6]([CH:9]2[C:14]([C:15]([O:17]CC)=[O:16])=[C:13]([CH3:20])[N:12]([C:21]3[CH:26]=[CH:25][CH:24]=[C:23]([C:27]([F:30])([F:29])[F:28])[CH:22]=3)[C:11](=[O:31])[N:10]2[CH2:32][C:33]2[CH:38]=[CH:37][CH:36]=[C:35](/[CH:39]=[CH:40]/[C:41]([O:43]CC)=[O:42])[CH:34]=2)=[CH:5][CH:4]=1)#[N:2].[OH-].[Na+].C(O)C.Cl, predict the reaction product. The product is: [C:41](/[CH:40]=[CH:39]/[C:35]1[CH:34]=[C:33]([CH:38]=[CH:37][CH:36]=1)[CH2:32][N:10]1[CH:9]([C:6]2[CH:5]=[CH:4][C:3]([C:1]#[N:2])=[CH:8][CH:7]=2)[C:14]([C:15]([OH:17])=[O:16])=[C:13]([CH3:20])[N:12]([C:21]2[CH:26]=[CH:25][CH:24]=[C:23]([C:27]([F:28])([F:30])[F:29])[CH:22]=2)[C:11]1=[O:31])([OH:43])=[O:42]. (5) The product is: [N:21]1[CH:26]=[CH:25][CH:24]=[C:23]([C:30]([C:2]2[CH:11]=[C:10]3[C:5]([CH:6]=[C:7]([C:16]([O:18][CH2:19][CH3:20])=[O:17])[CH:8]([C:12]([F:15])([F:14])[F:13])[O:9]3)=[CH:4][CH:3]=2)=[O:31])[CH:22]=1. Given the reactants I[C:2]1[CH:11]=[C:10]2[C:5]([CH:6]=[C:7]([C:16]([O:18][CH2:19][CH3:20])=[O:17])[CH:8]([C:12]([F:15])([F:14])[F:13])[O:9]2)=[CH:4][CH:3]=1.[N:21]1[CH:26]=[CH:25][CH:24]=[C:23](B(O)O)[CH:22]=1.[C:30]([O-])([O-])=[O:31].[K+].[K+], predict the reaction product. (6) Given the reactants C[O:2][C:3]([C@@H:5]1[CH2:9][C@@H:8]([S:10]([C:13]2[CH:18]=[CH:17][CH:16]=[CH:15][C:14]=2[Cl:19])(=[O:12])=[O:11])[CH2:7][N:6]1[C:20]1[N:24]([CH2:25][CH2:26][CH2:27][C:28]2[CH:33]=[CH:32][CH:31]=[CH:30][CH:29]=2)[N:23]=[C:22]([CH3:34])[CH:21]=1)=[O:4].[OH-].[Li+], predict the reaction product. The product is: [Cl:19][C:14]1[CH:15]=[CH:16][CH:17]=[CH:18][C:13]=1[S:10]([C@H:8]1[CH2:7][N:6]([C:20]2[N:24]([CH2:25][CH2:26][CH2:27][C:28]3[CH:29]=[CH:30][CH:31]=[CH:32][CH:33]=3)[N:23]=[C:22]([CH3:34])[CH:21]=2)[C@H:5]([C:3]([OH:4])=[O:2])[CH2:9]1)(=[O:12])=[O:11]. (7) Given the reactants [CH2:1]([O:8][C:9]([N:11]1[CH2:15][CH2:14][CH2:13][C@H:12]1[C:16]1[N:17]=[C:18]2[C:23](Br)=[CH:22][CH:21]=[CH:20][N:19]2[CH:25]=1)=[O:10])[C:2]1[CH:7]=[CH:6][CH:5]=[CH:4][CH:3]=1.[C:26]1(B(O)O)[C:35]2[C:30](=[CH:31][CH:32]=[CH:33][CH:34]=2)[CH:29]=[CH:28][CH:27]=1.C(=O)([O-])[O-].[K+].[K+], predict the reaction product. The product is: [C:34]1([C:23]2[C:18]3[N:19]([CH:25]=[C:16]([C@@H:12]4[CH2:13][CH2:14][CH2:15][N:11]4[C:9]([O:8][CH2:1][C:2]4[CH:7]=[CH:6][CH:5]=[CH:4][CH:3]=4)=[O:10])[N:17]=3)[CH:20]=[CH:21][CH:22]=2)[C:35]2[C:30](=[CH:29][CH:28]=[CH:27][CH:26]=2)[CH:31]=[CH:32][CH:33]=1. (8) Given the reactants C([O:8][C:9]1[CH:14]=[C:13]([O:15]CC2C=CC=CC=2)[C:12]([C:23]([CH3:25])=[CH2:24])=[CH:11][C:10]=1[C:26]([N:28]1[CH2:36][C:35]2[C:30](=[C:31]([CH3:38])[CH:32]=[C:33]([OH:37])[CH:34]=2)[CH2:29]1)=[O:27])C1C=CC=CC=1.[C:39](=O)([O-:41])[O-:40].[K+].[K+].Cl.[CH3:46][N:47]([CH3:51])[CH2:48][CH2:49]Cl, predict the reaction product. The product is: [OH:8][C:9]1[CH:14]=[C:13]([OH:15])[C:12]([CH:23]([CH3:24])[CH3:25])=[CH:11][C:10]=1[C:26]([N:28]1[CH2:36][C:35]2[C:30](=[C:31]([CH3:38])[CH:32]=[C:33]([O:37][CH2:49][CH2:48][N:47]([CH3:51])[CH3:46])[CH:34]=2)[CH2:29]1)=[O:27].[CH:39]([O-:41])=[O:40]. (9) Given the reactants [C:1]([C:4]1[C:12]2[C:7](=[CH:8][CH:9]=[C:10]([NH:13][C:14]3[CH:15]=[N:16][CH:17]=[N:18][CH:19]=3)[CH:11]=2)[N:6]([CH2:20][C:21](O)=[O:22])[CH:5]=1)(=[O:3])[CH3:2].CN(C(ON1N=NC2C=CC=NC1=2)=[N+](C)C)C.F[P-](F)(F)(F)(F)F.CCN(C(C)C)C(C)C.Cl.[S:58]1[C:62]2[CH:63]=[CH:64][CH:65]=[CH:66][C:61]=2[N:60]=[C:59]1[CH2:67][NH:68][C:69]([C@@H:71]1[CH2:75][C@@H:74]([F:76])[CH2:73][NH:72]1)=[O:70], predict the reaction product. The product is: [C:1]([C:4]1[C:12]2[C:7](=[CH:8][CH:9]=[C:10]([NH:13][C:14]3[CH:15]=[N:16][CH:17]=[N:18][CH:19]=3)[CH:11]=2)[N:6]([CH2:20][C:21]([N:72]2[CH2:73][C@H:74]([F:76])[CH2:75][C@H:71]2[C:69]([NH:68][CH2:67][C:59]2[S:58][C:62]3[CH:63]=[CH:64][CH:65]=[CH:66][C:61]=3[N:60]=2)=[O:70])=[O:22])[CH:5]=1)(=[O:3])[CH3:2].